This data is from Forward reaction prediction with 1.9M reactions from USPTO patents (1976-2016). The task is: Predict the product of the given reaction. (1) Given the reactants C[Si]([N-][Si](C)(C)C)(C)C.[Li+].[Si:11]([O:28][CH2:29][C@@H:30]([N:33]1[C@H:38]([C:39]2[CH:44]=[CH:43][C:42]([Cl:45])=[CH:41][CH:40]=2)[C@@H:37]([C:46]2[CH:51]=[CH:50][CH:49]=[C:48]([Cl:52])[CH:47]=2)[CH2:36][CH2:35][C:34]1=[O:53])[CH2:31][CH3:32])([C:24]([CH3:27])([CH3:26])[CH3:25])([C:18]1[CH:23]=[CH:22][CH:21]=[CH:20][CH:19]=1)[C:12]1[CH:17]=[CH:16][CH:15]=[CH:14][CH:13]=1.Br[CH2:55][CH:56]=[CH2:57].[Li+].CC([N-]C(C)C)C.Cl[CH2:67][O:68][CH2:69][CH2:70][Si:71]([CH3:74])([CH3:73])[CH3:72], predict the reaction product. The product is: [CH2:55]([C@@:35]1([CH2:67][O:68][CH2:69][CH2:70][Si:71]([CH3:74])([CH3:73])[CH3:72])[CH2:36][C@H:37]([C:46]2[CH:51]=[CH:50][CH:49]=[C:48]([Cl:52])[CH:47]=2)[C@@H:38]([C:39]2[CH:40]=[CH:41][C:42]([Cl:45])=[CH:43][CH:44]=2)[N:33]([C@@H:30]([CH2:31][CH3:32])[CH2:29][O:28][Si:11]([C:24]([CH3:27])([CH3:26])[CH3:25])([C:12]2[CH:17]=[CH:16][CH:15]=[CH:14][CH:13]=2)[C:18]2[CH:23]=[CH:22][CH:21]=[CH:20][CH:19]=2)[C:34]1=[O:53])[CH:56]=[CH2:57]. (2) Given the reactants [NH2:1][C:2]1[C:3]([NH:11][C@@H:12]2[CH2:17][O:16][C@@H:15]([CH2:18][OH:19])[CH2:14][CH2:13]2)=[C:4]2[S:10][CH:9]=[CH:8][C:5]2=[N:6][CH:7]=1.[C:20](OCC)(OCC)(OCC)[CH3:21], predict the reaction product. The product is: [CH3:20][C:21]1[N:11]([C@@H:12]2[CH2:17][O:16][C@@H:15]([CH2:18][OH:19])[CH2:14][CH2:13]2)[C:3]2=[C:4]3[S:10][CH:9]=[CH:8][C:5]3=[N:6][CH:7]=[C:2]2[N:1]=1. (3) Given the reactants Cl.[CH3:2][O:3][C:4]1[CH:5]=[C:6]([C:12]2[C:13]([CH3:25])([CH3:24])[C:14](=[O:23])[N:15]([CH:17]3[CH2:22][CH2:21][NH:20][CH2:19][CH2:18]3)[N:16]=2)[CH:7]=[CH:8][C:9]=1[O:10][CH3:11].Cl[S:27]([C:30]1[CH:39]=[CH:38][CH:37]=[CH:36][C:31]=1[C:32]([O:34][CH3:35])=[O:33])(=[O:29])=[O:28], predict the reaction product. The product is: [CH3:2][O:3][C:4]1[CH:5]=[C:6]([C:12]2[C:13]([CH3:25])([CH3:24])[C:14](=[O:23])[N:15]([CH:17]3[CH2:22][CH2:21][N:20]([S:27]([C:30]4[CH:39]=[CH:38][CH:37]=[CH:36][C:31]=4[C:32]([O:34][CH3:35])=[O:33])(=[O:29])=[O:28])[CH2:19][CH2:18]3)[N:16]=2)[CH:7]=[CH:8][C:9]=1[O:10][CH3:11]. (4) Given the reactants [CH3:1][N:2]([CH3:16])[S:3]([C:6]1[CH:15]=[CH:14][C:9]2[N:10]=[C:11]([CH3:13])[S:12][C:8]=2[CH:7]=1)(=[O:5])=[O:4].[CH3:17][O:18][S:19]([C:22]1[CH:27]=[CH:26][C:25]([CH3:28])=[CH:24][CH:23]=1)(=[O:21])=[O:20], predict the reaction product. The product is: [S:19]([C:22]1[CH:27]=[CH:26][C:25]([CH3:28])=[CH:24][CH:23]=1)([O-:21])(=[O:20])=[O:18].[CH3:16][N:2]([CH3:1])[S:3]([C:6]1[CH:15]=[CH:14][C:9]2[N+:10]([CH3:17])=[C:11]([CH3:13])[S:12][C:8]=2[CH:7]=1)(=[O:4])=[O:5].